Dataset: Reaction yield outcomes from USPTO patents with 853,638 reactions. Task: Predict the reaction yield, written as a fraction of the theoretical maximum amount of product (1.0 means a 100% yield; for example, 0.34 means a 34% yield). The reactants are C([O-])([O-])=O.[Cs+].[Cs+].[NH:7]1[C:15]2[C:10](=[CH:11][CH:12]=[CH:13][CH:14]=2)[CH:9]=[CH:8]1.Cl[C:17]1[CH:22]=[CH:21][C:20]([CH3:23])=[CH:19][CH:18]=1. The catalyst is C1C=CC(/C=C/C(/C=C/C2C=CC=CC=2)=O)=CC=1.C1C=CC(/C=C/C(/C=C/C2C=CC=CC=2)=O)=CC=1.C1C=CC(/C=C/C(/C=C/C2C=CC=CC=2)=O)=CC=1.[Pd].[Pd].C1(C)C=CC=CC=1. The product is [CH3:23][C:20]1[CH:21]=[CH:22][C:17]([N:7]2[C:15]3[C:10](=[CH:11][CH:12]=[CH:13][CH:14]=3)[CH:9]=[CH:8]2)=[CH:18][CH:19]=1. The yield is 0.890.